From a dataset of Full USPTO retrosynthesis dataset with 1.9M reactions from patents (1976-2016). Predict the reactants needed to synthesize the given product. (1) Given the product [CH2:54]([O:26][C:2]1[CH:7]=[CH:6][C:5]([C@H:8]([C:19]2[CH:24]=[CH:23][CH:22]=[CH:21][C:20]=2[CH3:25])[CH2:9][C:10]([C:12]2[CH:17]=[CH:16][N:15]=[C:14]([CH3:18])[CH:13]=2)=[O:11])=[CH:4][CH:3]=1)[CH3:57], predict the reactants needed to synthesize it. The reactants are: Br[C:2]1[CH:7]=[CH:6][C:5]([C@H:8]([C:19]2[CH:24]=[CH:23][CH:22]=[CH:21][C:20]=2[CH3:25])[CH2:9][C:10]([C:12]2[CH:17]=[CH:16][N:15]=[C:14]([CH3:18])[CH:13]=2)=[O:11])=[CH:4][CH:3]=1.[OH-:26].[K+].C(P([C:54]([CH3:57])(C)C)C1C=CC=CC=1C1C(C(C)C)=CC(C(C)C)=CC=1C(C)C)(C)(C)C.ICC.[Cl-].[NH4+]. (2) Given the product [CH2:15]1[C@@H:14]2[CH2:13][N:12]([C:5]3[CH:6]=[CH:7][C:8]([NH2:9])=[C:3]([O:2][CH3:1])[CH:4]=3)[CH2:21][CH2:20][N:19]2[CH2:18][CH2:17][O:16]1, predict the reactants needed to synthesize it. The reactants are: [CH3:1][O:2][C:3]1[CH:4]=[C:5]([N:12]2[CH2:21][CH2:20][N:19]3[C@H:14]([CH2:15][O:16][CH2:17][CH2:18]3)[CH2:13]2)[CH:6]=[CH:7][C:8]=1[N+:9]([O-])=O.[Sn](Cl)Cl.Cl.